This data is from Full USPTO retrosynthesis dataset with 1.9M reactions from patents (1976-2016). The task is: Predict the reactants needed to synthesize the given product. (1) Given the product [OH:30][CH2:29][C:19]1[CH:20]=[C:21]([C:22]2[CH:23]=[CH:24][C:25]([CH3:28])=[CH:26][CH:27]=2)[N:17]([C:14]2[CH:15]=[CH:16][C:11]([S:8]([NH2:7])(=[O:9])=[O:10])=[CH:12][CH:13]=2)[N:18]=1, predict the reactants needed to synthesize it. The reactants are: [H-].[Al+3].[Li+].[H-].[H-].[H-].[NH2:7][S:8]([C:11]1[CH:16]=[CH:15][C:14]([N:17]2[C:21]([C:22]3[CH:27]=[CH:26][C:25]([CH3:28])=[CH:24][CH:23]=3)=[CH:20][C:19]([C:29](OC)=[O:30])=[N:18]2)=[CH:13][CH:12]=1)(=[O:10])=[O:9].Cl.C(OCC)(=O)C. (2) Given the product [NH2:1][C:2]1[NH:3][C:4](=[O:41])[C:5]2[C:10]([CH3:11])=[CH:9][N:8]([C@@H:12]3[O:28][C@H:27]([CH2:29][O:30][CH2:31][C:32]4[CH:33]=[CH:34][CH:35]=[CH:36][CH:37]=4)[C@@H:16]([OH:17])[C@@:13]3([CH3:40])[O:14][CH3:15])[C:6]=2[N:7]=1, predict the reactants needed to synthesize it. The reactants are: [NH2:1][C:2]1[NH:3][C:4](=[O:41])[C:5]2[C:10]([CH3:11])=[CH:9][N:8]([C@@H:12]3[O:28][C@H:27]([CH2:29][O:30][CH2:31][C:32]4[CH:37]=[CH:36][C:35](Cl)=[CH:34][C:33]=4Cl)[C@@H:16]([O:17]CC4C=CC(Cl)=CC=4Cl)[C@@:13]3([CH3:40])[O:14][CH3:15])[C:6]=2[N:7]=1.